This data is from Merck oncology drug combination screen with 23,052 pairs across 39 cell lines. The task is: Regression. Given two drug SMILES strings and cell line genomic features, predict the synergy score measuring deviation from expected non-interaction effect. Drug 1: Nc1ccn(C2OC(CO)C(O)C2(F)F)c(=O)n1. Drug 2: C=CCn1c(=O)c2cnc(Nc3ccc(N4CCN(C)CC4)cc3)nc2n1-c1cccc(C(C)(C)O)n1. Cell line: A375. Synergy scores: synergy=18.1.